From a dataset of Catalyst prediction with 721,799 reactions and 888 catalyst types from USPTO. Predict which catalyst facilitates the given reaction. Reactant: [CH2:1]([O:8][C:9]1[CH:14]=[CH:13][N:12]([C:15]2[CH:16]=[CH:17][C:18]3[N:19]([C:21]([CH3:27])=[C:22]([CH:24]4[CH2:26][CH2:25]4)[N:23]=3)[CH:20]=2)[C:11](=[O:28])[CH:10]=1)[C:2]1[CH:7]=[CH:6][CH:5]=[CH:4][CH:3]=1.[ClH:29]. Product: [ClH:29].[CH2:1]([O:8][C:9]1[CH:14]=[CH:13][N:12]([C:15]2[CH:16]=[CH:17][C:18]3[N:19]([C:21]([CH3:27])=[C:22]([CH:24]4[CH2:26][CH2:25]4)[N:23]=3)[CH:20]=2)[C:11](=[O:28])[CH:10]=1)[C:2]1[CH:3]=[CH:4][CH:5]=[CH:6][CH:7]=1. The catalyst class is: 25.